This data is from Full USPTO retrosynthesis dataset with 1.9M reactions from patents (1976-2016). The task is: Predict the reactants needed to synthesize the given product. The reactants are: [CH2:1]([NH:8][C:9]1[CH:14]=[C:13]([C:15]2[N:20]=[C:19]([N:21]3[CH2:26][CH:25]4[CH2:27][CH:22]3[CH2:23][NH:24]4)[N:18]3[CH:28]=[CH:29][N:30]=[C:17]3[CH:16]=2)[CH:12]=[CH:11][N:10]=1)[C:2]1[CH:7]=[CH:6][CH:5]=[CH:4][CH:3]=1.C(Cl)(Cl)Cl.C(O[BH-](O[C:45](=O)[CH3:46])OC(=O)C)(=O)C.[Na+].[C:49](=O)(O)[O-].[Na+]. Given the product [CH2:1]([NH:8][C:9]1[CH:14]=[C:13]([C:15]2[N:20]=[C:19]([N:21]3[CH2:26][CH:25]4[CH2:27][CH:22]3[CH2:23][N:24]4[CH:45]([CH3:46])[CH3:49])[N:18]3[CH:28]=[CH:29][N:30]=[C:17]3[CH:16]=2)[CH:12]=[CH:11][N:10]=1)[C:2]1[CH:3]=[CH:4][CH:5]=[CH:6][CH:7]=1, predict the reactants needed to synthesize it.